This data is from NCI-60 drug combinations with 297,098 pairs across 59 cell lines. The task is: Regression. Given two drug SMILES strings and cell line genomic features, predict the synergy score measuring deviation from expected non-interaction effect. (1) Drug 1: C1=NC(=NC(=O)N1C2C(C(C(O2)CO)O)O)N. Drug 2: CC(C)(C#N)C1=CC(=CC(=C1)CN2C=NC=N2)C(C)(C)C#N. Cell line: SK-OV-3. Synergy scores: CSS=-0.552, Synergy_ZIP=0.0481, Synergy_Bliss=-1.79, Synergy_Loewe=-1.73, Synergy_HSA=-2.94. (2) Drug 1: CCCCC(=O)OCC(=O)C1(CC(C2=C(C1)C(=C3C(=C2O)C(=O)C4=C(C3=O)C=CC=C4OC)O)OC5CC(C(C(O5)C)O)NC(=O)C(F)(F)F)O. Drug 2: CN1C2=C(C=C(C=C2)N(CCCl)CCCl)N=C1CCCC(=O)O.Cl. Cell line: U251. Synergy scores: CSS=18.9, Synergy_ZIP=14.7, Synergy_Bliss=14.0, Synergy_Loewe=7.15, Synergy_HSA=7.85. (3) Drug 1: CC1=CC2C(CCC3(C2CCC3(C(=O)C)OC(=O)C)C)C4(C1=CC(=O)CC4)C. Drug 2: CN(CCCl)CCCl.Cl. Cell line: SNB-75. Synergy scores: CSS=-1.32, Synergy_ZIP=3.94, Synergy_Bliss=3.34, Synergy_Loewe=-2.24, Synergy_HSA=-2.10. (4) Synergy scores: CSS=48.3, Synergy_ZIP=5.41, Synergy_Bliss=4.83, Synergy_Loewe=12.2, Synergy_HSA=12.7. Cell line: M14. Drug 2: CC1CCC2CC(C(=CC=CC=CC(CC(C(=O)C(C(C(=CC(C(=O)CC(OC(=O)C3CCCCN3C(=O)C(=O)C1(O2)O)C(C)CC4CCC(C(C4)OC)O)C)C)O)OC)C)C)C)OC. Drug 1: C1=C(C(=O)NC(=O)N1)F. (5) Drug 1: C1=NC2=C(N1)C(=S)N=C(N2)N. Drug 2: CC1CCC2CC(C(=CC=CC=CC(CC(C(=O)C(C(C(=CC(C(=O)CC(OC(=O)C3CCCCN3C(=O)C(=O)C1(O2)O)C(C)CC4CCC(C(C4)OC)OCCO)C)C)O)OC)C)C)C)OC. Cell line: SNB-75. Synergy scores: CSS=12.1, Synergy_ZIP=-6.11, Synergy_Bliss=-1.29, Synergy_Loewe=0.0984, Synergy_HSA=0.878. (6) Drug 1: CC1C(C(=O)NC(C(=O)N2CCCC2C(=O)N(CC(=O)N(C(C(=O)O1)C(C)C)C)C)C(C)C)NC(=O)C3=C4C(=C(C=C3)C)OC5=C(C(=O)C(=C(C5=N4)C(=O)NC6C(OC(=O)C(N(C(=O)CN(C(=O)C7CCCN7C(=O)C(NC6=O)C(C)C)C)C)C(C)C)C)N)C. Drug 2: C1CC(=O)NC(=O)C1N2C(=O)C3=CC=CC=C3C2=O. Cell line: OVCAR3. Synergy scores: CSS=62.6, Synergy_ZIP=0.776, Synergy_Bliss=-1.19, Synergy_Loewe=-62.9, Synergy_HSA=-4.27.